From a dataset of Forward reaction prediction with 1.9M reactions from USPTO patents (1976-2016). Predict the product of the given reaction. Given the reactants [Cl:1][C:2]1[C:3]([C:11]([OH:13])=O)=[CH:4][NH:5][C:6]=1[C:7]([O:9][CH3:10])=[O:8].[CH3:14][N:15](C(ON1N=NC2C=CC=NC1=2)=[N+](C)C)[CH3:16].F[P-](F)(F)(F)(F)F.CCN(C(C)C)C(C)C.CNC, predict the reaction product. The product is: [Cl:1][C:2]1[C:3]([C:11]([N:15]([CH3:16])[CH3:14])=[O:13])=[CH:4][NH:5][C:6]=1[C:7]([O:9][CH3:10])=[O:8].